This data is from Full USPTO retrosynthesis dataset with 1.9M reactions from patents (1976-2016). The task is: Predict the reactants needed to synthesize the given product. (1) Given the product [CH2:23]([O:20][C:16]1[C:17](=[O:19])[CH:18]=[C:13]([CH2:12][NH:11][S:8]([C:5]2[CH:6]=[CH:7][C:2]([Cl:1])=[CH:3][CH:4]=2)(=[O:10])=[O:9])[O:14][C:15]=1[CH2:21][OH:22])[C:24]1[CH:29]=[CH:28][CH:27]=[CH:26][CH:25]=1, predict the reactants needed to synthesize it. The reactants are: [Cl:1][C:2]1[CH:7]=[CH:6][C:5]([S:8]([NH:11][CH2:12][C:13]2[O:14][C:15]([CH2:21][OH:22])=[C:16]([OH:20])[C:17](=[O:19])[CH:18]=2)(=[O:10])=[O:9])=[CH:4][CH:3]=1.[CH2:23](OC1C(=O)C=C(CNS(C2C=CC=CC=2)(=O)=O)OC=1CO)[C:24]1[CH:29]=[CH:28][CH:27]=[CH:26][CH:25]=1. (2) Given the product [C:21]([CH2:34][C:35]([CH2:38][CH2:39][O:40][C:14]([C:13](=[CH2:12])[CH3:19])=[O:15])([F:37])[F:36])([C:24]([C:27]([C:30]([F:31])([F:32])[F:33])([F:29])[F:28])([F:26])[F:25])([F:23])[F:22], predict the reactants needed to synthesize it. The reactants are: C1(C)C=CC(S(O)(=O)=O)=CC=1.[CH3:12][C:13]1[CH:19]=C(O)C=C[C:14]=1[OH:15].[C:21]([CH2:34][C:35]([CH2:38][CH2:39][OH:40])([F:37])[F:36])([C:24]([C:27]([C:30]([F:33])([F:32])[F:31])([F:29])[F:28])([F:26])[F:25])([F:23])[F:22].C(O)(=O)C(C)=C. (3) Given the product [C:43]([O:47][C:48]1[CH:55]=[CH:54][C:53]([C:56]([F:57])([F:58])[F:59])=[CH:52][C:49]=1[CH2:50][NH:51][C:37]([C@:35]1([CH:40]([CH3:42])[CH3:41])[CH2:36][CH:32]([N:27]2[C:28]([CH3:31])=[CH:29][CH:30]=[C:26]2[CH3:25])[CH:33]=[CH:34]1)=[O:39])([CH3:46])([CH3:44])[CH3:45], predict the reactants needed to synthesize it. The reactants are: CN(C(ON1N=NC2C=CC=NC1=2)=[N+](C)C)C.F[P-](F)(F)(F)(F)F.[CH3:25][C:26]1[N:27]([CH:32]2[CH2:36][C@@:35]([CH:40]([CH3:42])[CH3:41])([C:37]([OH:39])=O)[CH:34]=[CH:33]2)[C:28]([CH3:31])=[CH:29][CH:30]=1.[C:43]([O:47][C:48]1[CH:55]=[CH:54][C:53]([C:56]([F:59])([F:58])[F:57])=[CH:52][C:49]=1[CH2:50][NH2:51])([CH3:46])([CH3:45])[CH3:44].C(N(C(C)C)C(C)C)C. (4) Given the product [C:26]1([C:7]([C:1]2[CH:2]=[CH:3][CH:4]=[CH:5][CH:6]=2)=[N:8][N:9]([CH2:39][CH2:40][CH3:41])[C:10]([NH:12][C:13]2[CH:14]=[CH:15][C:16]([N:19]3[CH2:24][CH2:23][O:22][CH2:21][C:20]3=[O:25])=[CH:17][CH:18]=2)=[O:11])[CH:27]=[CH:28][CH:29]=[CH:30][CH:31]=1, predict the reactants needed to synthesize it. The reactants are: [C:1]1([C:7]([C:26]2[CH:31]=[CH:30][CH:29]=[CH:28][CH:27]=2)=[N:8][NH:9][C:10]([NH:12][C:13]2[CH:18]=[CH:17][C:16]([N:19]3[CH2:24][CH2:23][O:22][CH2:21][C:20]3=[O:25])=[CH:15][CH:14]=2)=[O:11])[CH:6]=[CH:5][CH:4]=[CH:3][CH:2]=1.C(=O)([O-])[O-].[Cs+].[Cs+].I[CH2:39][CH2:40][CH3:41]. (5) Given the product [CH:9]1([C:7]2[O:8][C:4]3[C:5](=[C:12]([C:15]#[N:16])[C:13]([CH3:14])=[C:2]([C:24]4[CH:29]=[CH:28][CH:27]=[CH:26][CH:25]=4)[C:3]=3[O:17][CH3:18])[N:6]=2)[CH2:11][CH2:10]1, predict the reactants needed to synthesize it. The reactants are: Br[C:2]1[C:3]([O:17][CH3:18])=[C:4]2[O:8][C:7]([CH:9]3[CH2:11][CH2:10]3)=[N:6][C:5]2=[C:12]([C:15]#[N:16])[C:13]=1[CH3:14].C([Sn](CCCC)(CCCC)[C:24]1[CH:29]=[CH:28][CH:27]=[CH:26][CH:25]=1)CCC.C(C1(C)C(O)=C(C(C)(C)C)C=CC1)(C)(C)C.